From a dataset of Cav3 T-type calcium channel HTS with 100,875 compounds. Binary Classification. Given a drug SMILES string, predict its activity (active/inactive) in a high-throughput screening assay against a specified biological target. (1) The molecule is s1c(CC(=O)N(C(c2ccccc2)C(=O)NCc2ccc(OC)cc2)CCOC)ccc1. The result is 0 (inactive). (2) The molecule is Clc1c(cc(NC(=O)CSc2n(Cc3occc3)c(nn2)c2ncccc2)c(OC)c1)C. The result is 1 (active). (3) The molecule is s1c(nc2c1cccc2)c1c2c(n(CCCC)c1N)c(=O)n(nc2[N+]([O-])=O)CC. The result is 0 (inactive). (4) The compound is S=C(N1CCCCC1)c1cc(OC)c(OCC(=O)N2CCCC2)cc1. The result is 0 (inactive). (5) The molecule is O1C(CCC1)CNC(=O)CN1c2c(OC(C1=O)C)cccc2. The result is 0 (inactive).